The task is: Predict the reaction yield, written as a fraction of the theoretical maximum amount of product (1.0 means a 100% yield; for example, 0.34 means a 34% yield).. This data is from Reaction yield outcomes from USPTO patents with 853,638 reactions. (1) The catalyst is O1CCOCC1. The reactants are [F:1][C:2]1[CH:7]=[CH:6][CH:5]=[CH:4][C:3]=1[C:8]1[C:16]2[C:11](=[CH:12][CH:13]=[C:14]([C:17]3[S:18]C(S(C)(=O)=O)=[N:20][N:21]=3)[CH:15]=2)[N:10](S(C2C=CC(C)=CC=2)(=O)=O)[CH:9]=1.[NH2:36][CH2:37][CH2:38][CH2:39][NH:40][C:41](=O)OC(C)(C)C. The product is [F:1][C:2]1[CH:7]=[CH:6][CH:5]=[CH:4][C:3]=1[C:8]1[C:16]2[C:11](=[CH:12][CH:13]=[C:14]([C:17]3[S:18][C:41]([NH:40][CH2:39][CH2:38][CH2:37][NH2:36])=[N:20][N:21]=3)[CH:15]=2)[NH:10][CH:9]=1. The yield is 0.614. (2) The reactants are F[C:2]1[CH:7]=[C:6]([N+:8]([O-:10])=[O:9])[CH:5]=[C:4]([I:11])[CH:3]=1.[NH:12]1[CH2:17][CH2:16][O:15][CH2:14][CH2:13]1.O. The catalyst is CS(C)=O. The product is [I:11][C:4]1[CH:3]=[C:2]([N:12]2[CH2:17][CH2:16][O:15][CH2:14][CH2:13]2)[CH:7]=[C:6]([N+:8]([O-:10])=[O:9])[CH:5]=1. The yield is 0.980. (3) The reactants are [Cl:1][C:2]1[CH:3]=[C:4]([C:8]#[CH:9])[CH:5]=[CH:6][CH:7]=1.[CH2:10]([O:12][C:13]([N:15]1[CH2:20][CH2:19][NH:18][CH2:17][CH2:16]1)=[O:14])[CH3:11].[CH:21](=O)[CH3:22]. The catalyst is [Au](Br)(Br)Br. The product is [CH2:10]([O:12][C:13]([N:15]1[CH2:16][CH2:17][N:18]([CH:21]([CH3:22])[C:9]#[C:8][C:4]2[CH:5]=[CH:6][CH:7]=[C:2]([Cl:1])[CH:3]=2)[CH2:19][CH2:20]1)=[O:14])[CH3:11]. The yield is 0.0660. (4) The product is [Cl:26][C:23]1[CH:24]=[CH:25][C:20]([C:18]2[N:12]=[C:10]([NH:9][N:8]=[CH:7]/[CH:6]=[CH:5]/[C:4]3[CH:3]=[C:2]([OH:1])[CH:15]=[CH:14][CH:13]=3)[S:11][CH:17]=2)=[CH:21][CH:22]=1. The yield is 0.390. No catalyst specified. The reactants are [OH:1][C:2]1[CH:3]=[C:4]([CH:13]=[CH:14][CH:15]=1)[CH:5]=[CH:6][CH:7]=[N:8][NH:9][C:10]([NH2:12])=[S:11].Br[CH2:17][C:18]([C:20]1[CH:25]=[CH:24][C:23]([Cl:26])=[CH:22][CH:21]=1)=O.